Task: Predict which catalyst facilitates the given reaction.. Dataset: Catalyst prediction with 721,799 reactions and 888 catalyst types from USPTO Reactant: [I-].[CH2:2]([N+:6]1([CH:11]2[CH2:18][CH2:17][CH2:16][CH2:15][CH2:14][CH2:13][CH2:12]2)[CH2:10][CH2:9][CH2:8][CH2:7]1)[CH2:3][CH2:4][CH3:5].[OH-:19]. Product: [OH-:19].[CH2:2]([N+:6]1([CH:11]2[CH2:18][CH2:17][CH2:16][CH2:15][CH2:14][CH2:13][CH2:12]2)[CH2:10][CH2:9][CH2:8][CH2:7]1)[CH2:3][CH2:4][CH3:5]. The catalyst class is: 6.